From a dataset of Experimentally validated miRNA-target interactions with 360,000+ pairs, plus equal number of negative samples. Binary Classification. Given a miRNA mature sequence and a target amino acid sequence, predict their likelihood of interaction. (1) The miRNA is mmu-miR-26a-5p with sequence UUCAAGUAAUCCAGGAUAGGCU. The protein sequence of the target gene is MPSLLGLKCLGKLCSSEIGKVPSPERASLRNSHRRLLIEDLSVPETPDPAHRRRGTVIHLVYLYSAGCGPPELRFSSYDPSVAHPQDPHHSSEKPVIHCHKCGEPCKGEVLRVQTKHFHIKCFTCKVCGCDLAQGGFFIKNGDYLCTLDYQRMYGTRCHGCGEFVEGEVVTALGKTYHPNCFACTICKRPFPPGDRVTFNGRDCLCQLCAQPMSSSPKEASCSSNCAGCGRDIKNGQALLALDKQWHLGCFKCKSCGKVLTGEYISKDGSPYCEKDYQGLFGVKCEACHQFITGKVLEAG.... Result: 1 (interaction). (2) The miRNA is hsa-miR-2113 with sequence AUUUGUGCUUGGCUCUGUCAC. The protein sequence of the target gene is MSKVFKKTSSNGKLSIYLGKRDFVDHVDTVEPIDGVVLVDPEYLKCRKLFVMLTCAFRYGRDDLEVIGLTFRKDLYVQTLQVVPAESSSPQGPLTVLQERLLHKLGDNAYPFTLQMVTNLPCSVTLQPGPEDAGKPCGIDFEVKSFCAENPEETVSKRDYVRLVVRKVQFAPPEAGPGPSAQTIRRFLLSAQPLQLQAWMDREVHYHGEPISVNVSINNCTNKVIKKIKISVDQITDVVLYSLDKYTKTVFIQEFTETVAANSSFSQSFAVTPILAASCQKRGLALDGKLKHEDTNLASS.... Result: 0 (no interaction).